From a dataset of Full USPTO retrosynthesis dataset with 1.9M reactions from patents (1976-2016). Predict the reactants needed to synthesize the given product. (1) Given the product [N:23]1([C:21]2[N:22]=[C:17]3[CH:16]=[CH:15][C:14]([NH:13][C:12]([C:11]4[N:7]([CH3:6])[N:8]=[CH:9][C:10]=4[C:30]([N:4]4[CH2:5][CH:2]([F:1])[CH2:3]4)=[O:31])=[O:29])=[CH:19][N:18]3[N:20]=2)[CH2:24][CH2:25][O:26][CH2:27][CH2:28]1, predict the reactants needed to synthesize it. The reactants are: [F:1][CH:2]1[CH2:5][NH:4][CH2:3]1.[CH3:6][N:7]1[C:11]([C:12](=[O:29])[NH:13][C:14]2[CH:15]=[CH:16][C:17]3[N:18]([N:20]=[C:21]([N:23]4[CH2:28][CH2:27][O:26][CH2:25][CH2:24]4)[N:22]=3)[CH:19]=2)=[C:10]([C:30](O)=[O:31])[CH:9]=[N:8]1. (2) Given the product [CH3:29][N:30]1[CH2:35][CH2:34][N:33]([CH2:2][CH2:3][N:4]2[CH:8]=[CH:7][C:6]([C:9]3[N:17]4[C:12]([CH:13]=[CH:14][CH:15]=[CH:16]4)=[CH:11][C:10]=3[C:18]([O:20][CH2:21][CH3:22])=[O:19])=[N:5]2)[CH2:32][CH2:31]1, predict the reactants needed to synthesize it. The reactants are: Cl[CH2:2][CH2:3][N:4]1[CH:8]=[CH:7][C:6]([C:9]2[N:17]3[C:12]([CH:13]=[CH:14][CH:15]=[CH:16]3)=[CH:11][C:10]=2[C:18]([O:20][CH2:21][CH3:22])=[O:19])=[N:5]1.C([O-])([O-])=O.[K+].[K+].[CH3:29][N:30]1[CH2:35][CH2:34][NH:33][CH2:32][CH2:31]1. (3) The reactants are: [C:1]([CH2:3][C:4]1[CH:5]=[C:6]([CH2:12][C:13]#[N:14])[C:7]([CH3:11])=[N:8][C:9]=1[CH3:10])#[N:2].Cl.N[C:17]1[C:22]([F:23])=[C:21]([F:24])[CH:20]=[C:19]([F:25])[C:18]=1[SH:26].C(O)(=O)C.C(=O)(O)[O-].[Na+]. Given the product [CH3:10][C:9]1[C:4]([CH2:3][C:1]#[N:2])=[CH:5][C:6]([CH2:12][C:13]2[S:26][C:18]3[C:19]([F:25])=[CH:20][C:21]([F:24])=[C:22]([F:23])[C:17]=3[N:14]=2)=[C:7]([CH3:11])[N:8]=1, predict the reactants needed to synthesize it. (4) Given the product [Cl:1][C:2]1[CH:7]=[CH:6][N:5]=[C:4]2[N:8]([CH2:11][O:12][CH2:13][CH2:14][Si:15]([CH3:18])([CH3:17])[CH3:16])[C:9]([CH3:19])=[CH:10][C:3]=12, predict the reactants needed to synthesize it. The reactants are: [Cl:1][C:2]1[CH:7]=[CH:6][N:5]=[C:4]2[N:8]([CH2:11][O:12][CH2:13][CH2:14][Si:15]([CH3:18])([CH3:17])[CH3:16])[CH:9]=[CH:10][C:3]=12.[CH2:19]([Li])CCC.IC. (5) Given the product [CH3:1][O:2][C:3]1[N:8]=[C:7]([NH:9][C:18]([NH:17][C:15](=[O:16])[O:14][CH2:13][CH3:12])=[S:19])[C:6]([O:10][CH3:11])=[CH:5][N:4]=1, predict the reactants needed to synthesize it. The reactants are: [CH3:1][O:2][C:3]1[N:8]=[C:7]([NH2:9])[C:6]([O:10][CH3:11])=[CH:5][N:4]=1.[CH3:12][CH2:13][O:14][C:15]([N:17]=[C:18]=[S:19])=[O:16]. (6) Given the product [F:1][C:2]1[CH:8]=[CH:7][C:6]([CH3:9])=[CH:5][C:3]=1[NH:4][CH2:10][C:11]1[CH:16]=[CH:15][CH:14]=[CH:13][CH:12]=1, predict the reactants needed to synthesize it. The reactants are: [F:1][C:2]1[CH:8]=[CH:7][C:6]([CH3:9])=[CH:5][C:3]=1[NH2:4].[CH:10](=O)[C:11]1[CH:16]=[CH:15][CH:14]=[CH:13][CH:12]=1.[BH-](OC(C)=O)(OC(C)=O)OC(C)=O.[Na+].C(O)(=O)C. (7) The reactants are: [OH:1][CH:2]([C:5]1[C:14]2[C:9](=[CH:10][CH:11]=[CH:12][CH:13]=2)[CH:8]=[CH:7][CH:6]=1)[C:3]#[N:4].[H-].[H-].[H-].[H-].[Li+].[Al+3].C1COCC1. Given the product [NH2:4][CH2:3][CH:2]([C:5]1[C:14]2[C:9](=[CH:10][CH:11]=[CH:12][CH:13]=2)[CH:8]=[CH:7][CH:6]=1)[OH:1], predict the reactants needed to synthesize it. (8) Given the product [CH3:1][N:2]([CH3:32])[C:3]1[N:12]=[C:11]([NH:13][CH2:14][C:15]2[CH:20]=[CH:19][C:18]([NH:21][C:22](=[O:30])[C:23]3[CH:28]=[CH:27][C:26]([F:29])=[CH:25][CH:24]=3)=[CH:17][CH:16]=2)[C:10]2[C:5](=[CH:6][C:7]([C:38]3[CH:39]=[CH:40][C:35]([CH:33]=[O:34])=[CH:36][CH:37]=3)=[CH:8][CH:9]=2)[N:4]=1, predict the reactants needed to synthesize it. The reactants are: [CH3:1][N:2]([CH3:32])[C:3]1[N:12]=[C:11]([NH:13][CH2:14][C:15]2[CH:20]=[CH:19][C:18]([NH:21][C:22](=[O:30])[C:23]3[CH:28]=[CH:27][C:26]([F:29])=[CH:25][CH:24]=3)=[CH:17][CH:16]=2)[C:10]2[C:5](=[CH:6][C:7](I)=[CH:8][CH:9]=2)[N:4]=1.[CH:33]([C:35]1[CH:40]=[CH:39][C:38](B(O)O)=[CH:37][CH:36]=1)=[O:34].Cl. (9) Given the product [N:1]1([C:6]2[CH:25]=[CH:24][C:9]([CH2:10][C:11]3[C:12]([CH3:23])=[C:13]([F:22])[C:14]([O:21][S:35]([C:38]([F:41])([F:40])[F:39])(=[O:37])=[O:36])=[C:15]([CH:20]=3)[C:16]([O:18][CH3:19])=[O:17])=[CH:8][CH:7]=2)[CH:5]=[CH:4][CH:3]=[N:2]1, predict the reactants needed to synthesize it. The reactants are: [N:1]1([C:6]2[CH:25]=[CH:24][C:9]([CH2:10][C:11]3[C:12]([CH3:23])=[C:13]([F:22])[C:14]([OH:21])=[C:15]([CH:20]=3)[C:16]([O:18][CH3:19])=[O:17])=[CH:8][CH:7]=2)[CH:5]=[CH:4][CH:3]=[N:2]1.[H-].[Na+].C1C=CC(N([S:35]([C:38]([F:41])([F:40])[F:39])(=[O:37])=[O:36])[S:35]([C:38]([F:41])([F:40])[F:39])(=[O:37])=[O:36])=CC=1.Cl.